Dataset: Forward reaction prediction with 1.9M reactions from USPTO patents (1976-2016). Task: Predict the product of the given reaction. (1) Given the reactants [NH:1]1[CH:5]=[CH:4][N:3]=[N:2]1.Br[CH2:7][CH2:8][N:9]1[C:13](=[O:14])[C:12]2=[CH:15][CH:16]=[CH:17][CH:18]=[C:11]2[C:10]1=[O:19].C(=O)([O-])[O-].[Cs+].[Cs+], predict the reaction product. The product is: [N:1]1([CH2:7][CH2:8][N:9]2[C:10](=[O:19])[C:11]3[C:12](=[CH:15][CH:16]=[CH:17][CH:18]=3)[C:13]2=[O:14])[CH:5]=[CH:4][N:3]=[N:2]1. (2) Given the reactants [C:1]([Si:5]([C:30]1[CH:35]=[CH:34][CH:33]=[CH:32][CH:31]=1)([C:24]1[CH:29]=[CH:28][CH:27]=[CH:26][CH:25]=1)[O:6][CH2:7][CH2:8][C@@H:9]([C:18](=[O:23])N(OC)C)[CH2:10][C:11]([O:13][C:14]([CH3:17])([CH3:16])[CH3:15])=[O:12])([CH3:4])([CH3:3])[CH3:2].C1COCC1.[H-].C([Al+]CC(C)C)C(C)C.S(=O)(=O)(O)O, predict the reaction product. The product is: [C:1]([Si:5]([C:30]1[CH:35]=[CH:34][CH:33]=[CH:32][CH:31]=1)([C:24]1[CH:25]=[CH:26][CH:27]=[CH:28][CH:29]=1)[O:6][CH2:7][CH2:8][C@@H:9]([CH:18]=[O:23])[CH2:10][C:11]([O:13][C:14]([CH3:15])([CH3:17])[CH3:16])=[O:12])([CH3:2])([CH3:3])[CH3:4].